From a dataset of Forward reaction prediction with 1.9M reactions from USPTO patents (1976-2016). Predict the product of the given reaction. (1) Given the reactants [F:1][C:2]([F:23])([F:22])[C:3]1[C:4](=[O:21])[C@H:5]2[CH2:20][C@@:8]3([C:19]=1[C:18]1[CH:17]=[CH:16][C:15]4[NH:14][N:13]=[CH:12][C:11]=4[C:10]=1[CH2:9]3)[CH2:7][CH2:6]2.[BH4-].[Na+].[Cl-].[NH4+], predict the reaction product. The product is: [F:22][C:2]([F:1])([F:23])[C:3]1[C@H:4]([OH:21])[C@H:5]2[CH2:20][C@@:8]3([C:19]=1[C:18]1[CH:17]=[CH:16][C:15]4[NH:14][N:13]=[CH:12][C:11]=4[C:10]=1[CH2:9]3)[CH2:7][CH2:6]2. (2) The product is: [Br:1][C:2]1[N:7]=[CH:6][C:5]([N:8]2[C:12](=[O:13])[CH2:11][C:10]([CH3:15])([CH3:14])[N:9]2[CH3:16])=[CH:4][CH:3]=1. Given the reactants [Br:1][C:2]1[N:7]=[CH:6][C:5]([N:8]2[C:12](=[O:13])[CH2:11][C:10]([CH3:15])([CH3:14])[NH:9]2)=[CH:4][CH:3]=1.[CH:16](O)=O.C=O.[OH-].[Na+], predict the reaction product. (3) Given the reactants CC(OC([NH:8][CH2:9][CH2:10][CH2:11][CH2:12][C@H:13]([NH:17][C:18]([O:20]C(C)(C)C)=O)[C:14]([OH:16])=O)=O)(C)C.CC(OC([NH:32][CH2:33][CH2:34][CH2:35][CH2:36][C@H:37]([NH2:41])[C:38]([OH:40])=O)=O)(C)C.CC(OC([NH:49][CH2:50][CH2:51][CH2:52][CH2:53][C@H:54]([NH2:58])C(O)=O)=O)(C)C.[NH2:59][C@H:60]([C:73]([NH:75][C@H:76]([C:89]([NH:91][C@H:92]([C:105]([OH:107])=[O:106])[CH2:93][CH2:94][C:95](=[O:104])[O:96][CH2:97][C:98]1[CH:103]=[CH:102][CH:101]=[CH:100][CH:99]=1)=[O:90])[CH2:77][CH2:78][C:79](=[O:88])[O:80][CH2:81][C:82]1[CH:87]=[CH:86][CH:85]=[CH:84][CH:83]=1)=[O:74])[CH2:61][CH2:62][C:63](=[O:72])[O:64][CH2:65][C:66]1[CH:71]=[CH:70][CH:69]=[CH:68][CH:67]=1, predict the reaction product. The product is: [NH2:41][C@H:37]([C:38]([NH:49][C@H:50]([C:18]([NH:17][C@H:13]([C:14]([NH:59][C@H:60]([C:73]([NH:75][C@H:76]([C:89]([NH:91][C@H:92]([C:105]([OH:107])=[O:106])[CH2:93][CH2:94][C:95](=[O:104])[O:96][CH2:97][C:98]1[CH:99]=[CH:100][CH:101]=[CH:102][CH:103]=1)=[O:90])[CH2:77][CH2:78][C:79](=[O:88])[O:80][CH2:81][C:82]1[CH:83]=[CH:84][CH:85]=[CH:86][CH:87]=1)=[O:74])[CH2:61][CH2:62][C:63](=[O:72])[O:64][CH2:65][C:66]1[CH:67]=[CH:68][CH:69]=[CH:70][CH:71]=1)=[O:16])[CH2:12][CH2:11][CH2:10][CH2:9][NH2:8])=[O:20])[CH2:51][CH2:52][CH2:53][CH2:54][NH2:58])=[O:40])[CH2:36][CH2:35][CH2:34][CH2:33][NH2:32].